Dataset: TCR-epitope binding with 47,182 pairs between 192 epitopes and 23,139 TCRs. Task: Binary Classification. Given a T-cell receptor sequence (or CDR3 region) and an epitope sequence, predict whether binding occurs between them. (1) The epitope is LPPAYTNSF. The TCR CDR3 sequence is CASSSVTSRGLYEQYF. Result: 1 (the TCR binds to the epitope). (2) The epitope is LVLSVNPYV. The TCR CDR3 sequence is CASSFGDEQFF. Result: 0 (the TCR does not bind to the epitope). (3) The epitope is GPGHKARVL. The TCR CDR3 sequence is CASSSSSGRTTDTQYF. Result: 0 (the TCR does not bind to the epitope). (4) The epitope is VSFIEFVGW. The TCR CDR3 sequence is CASSDRQNTEAFF. Result: 0 (the TCR does not bind to the epitope). (5) The epitope is SFHSLHLLF. The TCR CDR3 sequence is CARSEGGGSSYEQYF. Result: 0 (the TCR does not bind to the epitope).